This data is from Forward reaction prediction with 1.9M reactions from USPTO patents (1976-2016). The task is: Predict the product of the given reaction. (1) Given the reactants C(O[C:6]([N:8]1[CH2:13][CH2:12][NH:11][CH2:10][CH2:9]1)=O)(C)(C)C.C(=O)([O-])[O-].[K+].[K+].[CH2:20](I)[CH2:21][CH2:22]C.[ClH:25], predict the reaction product. The product is: [ClH:25].[ClH:25].[CH2:6]([N:8]1[CH2:9][CH2:10][NH:11][CH2:12][CH2:13]1)[CH2:20][CH2:21][CH3:22]. (2) The product is: [S:7]1[C:8]2[CH:14]=[CH:13][CH:12]=[CH:11][C:9]=2[N:10]=[C:6]1[CH2:5][C:2]([CH3:15])([NH2:1])[CH2:3][NH2:4]. Given the reactants [NH2:1][C:2]([CH3:15])([CH2:5][C:6]1[S:7][C:8]2[CH:14]=[CH:13][CH:12]=[CH:11][C:9]=2[N:10]=1)[C:3]#[N:4].[H-].[Al+3].[Li+].[H-].[H-].[H-].O.[OH-].[Na+], predict the reaction product. (3) Given the reactants [NH:1]1[C:9]2[C:4](=[C:5]([NH:10][C:11]3[C:16]([C:17](O)=[O:18])=[C:15]([CH3:20])[N:14]=[C:13]([S:21][CH3:22])[N:12]=3)[CH:6]=[CH:7][CH:8]=2)[CH:3]=[CH:2]1.C1C=CC2N(O)N=[N:29]C=2C=1.CCN=C=NCCCN(C)C.Cl.N, predict the reaction product. The product is: [NH:1]1[C:9]2[C:4](=[C:5]([NH:10][C:11]3[C:16]([C:17]([NH2:29])=[O:18])=[C:15]([CH3:20])[N:14]=[C:13]([S:21][CH3:22])[N:12]=3)[CH:6]=[CH:7][CH:8]=2)[CH:3]=[CH:2]1. (4) Given the reactants C([O:3][C:4](=O)[N:5]=[C:6](OCC)[CH3:7])C.[C:12]1([NH:18][NH2:19])[CH:17]=[CH:16][CH:15]=[CH:14][CH:13]=1.C(N(CC)CC)C, predict the reaction product. The product is: [CH3:7][C:6]1[NH:5][C:4](=[O:3])[N:18]([C:12]2[CH:17]=[CH:16][CH:15]=[CH:14][CH:13]=2)[N:19]=1.